The task is: Predict the reactants needed to synthesize the given product.. This data is from Full USPTO retrosynthesis dataset with 1.9M reactions from patents (1976-2016). (1) Given the product [O:1]=[C:2]([N:20]1[CH2:24][CH2:23][CH2:22][CH2:21]1)[C@H:3]([N:6]1[C:17](=[O:18])[C:16]2=[CH:15][NH:14][C:10]3[C:9]2=[C:8]([CH:13]=[CH:12][N:11]=3)[CH2:7]1)[CH2:4][CH3:5], predict the reactants needed to synthesize it. The reactants are: [O:1]=[C:2]([N:20]1[CH2:24][CH2:23][CH2:22][CH2:21]1)[C@@H:3]([NH:6][CH2:7][C:8]1[CH:13]=[CH:12][N:11]=[C:10]2[NH:14][CH:15]=[C:16]([C:17](O)=[O:18])[C:9]=12)[CH2:4][CH3:5].CN(C(ON1N=NC2C=CC=NC1=2)=[N+](C)C)C.F[P-](F)(F)(F)(F)F.CN1CCOCC1. (2) Given the product [OH:39][CH2:38][C@H:37]([NH:36][C:12]([C@@H:10]1[CH2:11][C@H:9]1[C:6]1[CH:5]=[CH:4][C:3]([O:2][CH3:1])=[CH:8][CH:7]=1)=[O:14])[C:40]1[CH:45]=[CH:44][CH:43]=[CH:42][CH:41]=1, predict the reactants needed to synthesize it. The reactants are: [CH3:1][O:2][C:3]1[CH:8]=[CH:7][C:6]([CH:9]2[CH2:11][CH:10]2[C:12]([OH:14])=O)=[CH:5][CH:4]=1.C1C=CC2N(O)N=NC=2C=1.CCN=C=NCCCN(C)C.[NH2:36][C@H:37]([C:40]1[CH:45]=[CH:44][CH:43]=[CH:42][CH:41]=1)[CH2:38][OH:39]. (3) Given the product [CH:1]([S:4]([N:7]1[C:11]2[CH:12]=[C:13]([B:30]([OH:35])[OH:31])[CH:14]=[CH:15][C:10]=2[N:9]=[C:8]1[NH2:17])(=[O:6])=[O:5])([CH3:3])[CH3:2], predict the reactants needed to synthesize it. The reactants are: [CH:1]([S:4]([N:7]1[C:11]2[CH:12]=[C:13](I)[CH:14]=[CH:15][C:10]=2[N:9]=[C:8]1[NH2:17])(=[O:6])=[O:5])([CH3:3])[CH3:2].[Li]C1C=CC=CC=1.[Li]C(C)(C)C.[B:30](OC(C)C)([O:35]C(C)C)[O:31]C(C)C.Cl.[OH-].[Na+]. (4) Given the product [F:8][C:6]1[CH:7]=[C:2]([CH:3]=[C:4]([O:12][CH3:13])[C:5]=1[N+:9]([O-:11])=[O:10])[C:14]#[N:15], predict the reactants needed to synthesize it. The reactants are: Br[C:2]1[CH:3]=[C:4]([O:12][CH3:13])[C:5]([N+:9]([O-:11])=[O:10])=[C:6]([F:8])[CH:7]=1.[CH3:14][N:15](C=O)C. (5) Given the product [CH2:7]([C:9]1[C:17]2[N:16]3[C@H:18]([CH3:23])[CH2:19][NH:20][CH2:21][C:15]3=[CH:14][C:13]=2[CH:12]=[CH:11][CH:10]=1)[CH3:8], predict the reactants needed to synthesize it. The reactants are: [H-].[Al+3].[Li+].[H-].[H-].[H-].[CH2:7]([C:9]1[C:17]2[N:16]3[C@H:18]([CH3:23])[CH2:19][NH:20][C:21](=O)[C:15]3=[CH:14][C:13]=2[CH:12]=[CH:11][CH:10]=1)[CH3:8]. (6) Given the product [CH2:1]([C:3]1[C:12]2[C:11](=[O:13])[CH2:10][CH2:9][C:8]([CH3:15])([CH3:14])[C:7]=2[CH:6]=[C:5]([O:16][S:19]([C:18]([F:38])([F:37])[F:17])(=[O:21])=[O:20])[CH:4]=1)[CH3:2], predict the reactants needed to synthesize it. The reactants are: [CH2:1]([C:3]1[CH:4]=[C:5]([OH:16])[CH:6]=[C:7]2[C:12]=1[C:11](=[O:13])[CH2:10][CH2:9][C:8]2([CH3:15])[CH3:14])[CH3:2].[F:17][C:18]([F:38])([F:37])[S:19](N(C1C=CC(Cl)=CN=1)[S:19]([C:18]([F:38])([F:37])[F:17])(=[O:21])=[O:20])(=[O:21])=[O:20].C(OCC)(=O)C. (7) Given the product [CH2:1]([O:4][C:5]1[CH:10]=[C:9]([CH3:11])[CH:8]=[CH:7][C:6]=1[C:12]1[C:17]([CH:18]([O:24][C:37]([CH3:40])([CH3:39])[CH3:38])[C:19]([O:21][CH2:22][CH3:23])=[O:20])=[C:16]([CH3:25])[N:15]=[C:14]2[S:26][C:27]3[CH2:32][CH2:31][CH2:30][CH2:29][C:28]=3[C:13]=12)[CH:2]=[CH2:3], predict the reactants needed to synthesize it. The reactants are: [CH2:1]([O:4][C:5]1[CH:10]=[C:9]([CH3:11])[CH:8]=[CH:7][C:6]=1[C:12]1[C:17]([CH:18]([OH:24])[C:19]([O:21][CH2:22][CH3:23])=[O:20])=[C:16]([CH3:25])[N:15]=[C:14]2[S:26][C:27]3[CH2:32][CH2:31][CH2:30][CH2:29][C:28]=3[C:13]=12)[CH:2]=[CH2:3].C(O[C:37]([CH3:40])([CH3:39])[CH3:38])(=O)C.S(=O)(=O)(O)O.